Task: Predict the reactants needed to synthesize the given product.. Dataset: Full USPTO retrosynthesis dataset with 1.9M reactions from patents (1976-2016) (1) Given the product [NH2:1][CH2:2][C@@H:3]1[C@H:8]([CH3:9])[CH2:7][CH2:6][CH2:5][N:4]1[C:28]([C:27]1[C:31]([N:35]2[N:39]=[CH:38][CH:37]=[N:36]2)=[CH:32][CH:33]=[CH:34][C:26]=1[F:25])=[O:30], predict the reactants needed to synthesize it. The reactants are: [NH2:1][CH2:2][C@@H:3]1[C@H:8]([CH3:9])[CH2:7][CH2:6][CH2:5][N:4]1C(C1C=C(C)C=CC=1C1C=NN(C)C=1)=O.[F:25][C:26]1[CH:34]=[CH:33][CH:32]=[C:31]([N:35]2[N:39]=[CH:38][CH:37]=[N:36]2)[C:27]=1[C:28]([OH:30])=O. (2) Given the product [CH2:40]([O:52][C:53]1[CH:54]=[CH:55][C:56]([C:57]([O:59][C:60]2[CH:68]=[CH:67][C:63]([C:64]([O:37][C:33]3[CH:34]=[CH:35][CH:36]=[C:31]([O:30][C:28](=[O:29])[C:25]4[CH:24]=[CH:23][C:22]([O:21][C:19](=[O:20])[C:18]5[CH:38]=[CH:39][C:15]([O:14][CH2:13][CH2:12][CH2:11][CH2:10][CH2:9][CH2:8][CH2:7][CH2:6][CH2:5][CH2:4][CH2:3][CH2:2][Br:1])=[CH:16][CH:17]=5)=[CH:27][CH:26]=4)[CH:32]=3)=[O:65])=[CH:62][CH:61]=2)=[O:58])=[CH:69][CH:70]=1)[CH2:41][CH2:42][CH2:43][CH2:44][CH2:45][CH2:46][CH2:47][CH2:48][CH2:49][CH2:50][CH3:51], predict the reactants needed to synthesize it. The reactants are: [Br:1][CH2:2][CH2:3][CH2:4][CH2:5][CH2:6][CH2:7][CH2:8][CH2:9][CH2:10][CH2:11][CH2:12][CH2:13][O:14][C:15]1[CH:39]=[CH:38][C:18]([C:19]([O:21][C:22]2[CH:27]=[CH:26][C:25]([C:28]([O:30][C:31]3[CH:36]=[CH:35][CH:34]=[C:33]([OH:37])[CH:32]=3)=[O:29])=[CH:24][CH:23]=2)=[O:20])=[CH:17][CH:16]=1.[CH2:40]([O:52][C:53]1[CH:70]=[CH:69][C:56]([C:57]([O:59][C:60]2[CH:68]=[CH:67][C:63]([C:64](O)=[O:65])=[CH:62][CH:61]=2)=[O:58])=[CH:55][CH:54]=1)[CH2:41][CH2:42][CH2:43][CH2:44][CH2:45][CH2:46][CH2:47][CH2:48][CH2:49][CH2:50][CH3:51].C1CCC(N=C=NC2CCCCC2)CC1.